Dataset: NCI-60 drug combinations with 297,098 pairs across 59 cell lines. Task: Regression. Given two drug SMILES strings and cell line genomic features, predict the synergy score measuring deviation from expected non-interaction effect. (1) Drug 1: C(CC(=O)O)C(=O)CN.Cl. Drug 2: CC1=C(C(=O)C2=C(C1=O)N3CC4C(C3(C2COC(=O)N)OC)N4)N. Cell line: KM12. Synergy scores: CSS=24.9, Synergy_ZIP=-11.6, Synergy_Bliss=-9.85, Synergy_Loewe=-20.5, Synergy_HSA=-6.65. (2) Drug 1: C1=NC2=C(N=C(N=C2N1C3C(C(C(O3)CO)O)F)Cl)N. Drug 2: CCN(CC)CCCC(C)NC1=C2C=C(C=CC2=NC3=C1C=CC(=C3)Cl)OC. Cell line: MDA-MB-435. Synergy scores: CSS=15.8, Synergy_ZIP=-3.82, Synergy_Bliss=-0.385, Synergy_Loewe=-1.80, Synergy_HSA=-1.81.